This data is from Full USPTO retrosynthesis dataset with 1.9M reactions from patents (1976-2016). The task is: Predict the reactants needed to synthesize the given product. Given the product [CH3:11][O:12][C:13]1[CH:18]=[C:17]([C:2]2[C:9]([CH3:10])=[CH:8][CH:7]=[C:4]([C:5]#[N:6])[CH:3]=2)[CH:16]=[CH:15][CH:14]=1, predict the reactants needed to synthesize it. The reactants are: Cl[C:2]1[CH:3]=[C:4]([CH:7]=[CH:8][C:9]=1[CH3:10])[C:5]#[N:6].[CH3:11][O:12][C:13]1[CH:14]=[C:15](B(O)O)[CH:16]=[CH:17][CH:18]=1.C1(P(C2CCCCC2)C2C=CC=CC=2C2C=CC=CC=2N(C)C)CCCCC1.[F-].[Cs+].